Dataset: Full USPTO retrosynthesis dataset with 1.9M reactions from patents (1976-2016). Task: Predict the reactants needed to synthesize the given product. Given the product [Br:1][C:2]1[CH:15]=[CH:14][C:13]2[C:4]([CH:3]=1)=[C:5]1[C:6](=[C:7]3[CH:8]=[C:9]([Br:16])[CH:10]=[CH:11][C:12]=23)[N:22]=[CH:19][CH:20]=[N:21]1, predict the reactants needed to synthesize it. The reactants are: [Br:1][C:2]1[CH:15]=[CH:14][C:13]2[C:12]3[C:7](=[CH:8][C:9]([Br:16])=[CH:10][CH:11]=3)[C:6](=O)[C:5](=O)[C:4]=2[CH:3]=1.[CH2:19]([NH2:22])[CH2:20][NH2:21].